From a dataset of Catalyst prediction with 721,799 reactions and 888 catalyst types from USPTO. Predict which catalyst facilitates the given reaction. (1) Reactant: [Cl:1][C:2]1[CH:9]=[CH:8][C:5]([CH:6]=O)=[CH:4][CH:3]=1.Cl.[NH2:11][OH:12].N1C=CC=CC=1.Cl. Product: [Cl:1][C:2]1[CH:9]=[CH:8][C:5]([CH:6]=[N:11][OH:12])=[CH:4][CH:3]=1. The catalyst class is: 2. (2) Reactant: [CH3:1][O:2][N:3]=[C:4]1[C:13]2[C:8](=[CH:9][C:10]([C:14]([F:17])([F:16])[F:15])=[CH:11][CH:12]=2)[NH:7][CH2:6][CH2:5]1.[CH2:18](Br)[C:19]1[CH:24]=[CH:23][CH:22]=[CH:21][CH:20]=1.C(N(C(C)C)CC)(C)C.C(OCC)(=O)C. Product: [CH3:1][O:2][N:3]=[C:4]1[C:13]2[C:8](=[CH:9][C:10]([C:14]([F:15])([F:17])[F:16])=[CH:11][CH:12]=2)[N:7]([CH2:18][C:19]2[CH:24]=[CH:23][CH:22]=[CH:21][CH:20]=2)[CH2:6][CH2:5]1. The catalyst class is: 10. (3) Reactant: [CH:1]1([C:4]2[N:8]=[C:7]([C:9]3[C:10]4[CH2:18][CH2:17][CH:16]([C:19]([F:22])([F:21])[F:20])[CH2:15][C:11]=4[S:12][C:13]=3[NH2:14])[O:6][N:5]=2)[CH2:3][CH2:2]1.[C:23]12[C:31](=[O:32])[O:30][C:28](=[O:29])[C:24]=1[CH2:25][CH2:26][CH2:27]2. Product: [CH:1]1([C:4]2[N:8]=[C:7]([C:9]3[C:10]4[CH2:18][CH2:17][CH:16]([C:19]([F:21])([F:20])[F:22])[CH2:15][C:11]=4[S:12][C:13]=3[NH:14][C:31]([C:23]3[CH2:27][CH2:26][CH2:25][C:24]=3[C:28]([OH:30])=[O:29])=[O:32])[O:6][N:5]=2)[CH2:2][CH2:3]1. The catalyst class is: 61. (4) Reactant: C(OC([N:11]([C:22]([O:24][C:25]([CH3:28])([CH3:27])[CH3:26])=[O:23])[C:12]1([C:18]([O:20]C)=[O:19])[CH2:14][CH:13]1[CH:15]([F:17])[F:16])=O)C1C=CC=CC=1.C(OC(NC1(C(OC)=O)CC1C(F)F)=O)(C)(C)C.[OH-].[Na+]. Product: [C:25]([O:24][C:22]([NH:11][C:12]1([C:18]([OH:20])=[O:19])[CH2:14][CH:13]1[CH:15]([F:17])[F:16])=[O:23])([CH3:28])([CH3:26])[CH3:27]. The catalyst class is: 5.